Dataset: Forward reaction prediction with 1.9M reactions from USPTO patents (1976-2016). Task: Predict the product of the given reaction. (1) Given the reactants [NH2:1][C:2]1[N:10]=[CH:9][N:8]=[C:7]2[C:3]=1[N:4]=[CH:5][N:6]2[C@H:11]1[C@@H:15]2[O:16][C:17]([CH3:20])([CH3:19])[O:18][C@@H:14]2[C@@H:13]([CH2:21][N:22]([CH3:27])[CH2:23][CH2:24][CH2:25][NH2:26])[O:12]1.[Cl:28][C:29]1[CH:34]=[C:33]([N:35]=[C:36]=[O:37])[CH:32]=[CH:31][C:30]=1[F:38].O, predict the reaction product. The product is: [NH2:1][C:2]1[N:10]=[CH:9][N:8]=[C:7]2[C:3]=1[N:4]=[CH:5][N:6]2[C@H:11]1[C@@H:15]2[O:16][C:17]([CH3:19])([CH3:20])[O:18][C@@H:14]2[C@@H:13]([CH2:21][N:22]([CH3:27])[CH2:23][CH2:24][CH2:25][NH:26][C:36]([NH:35][C:33]2[CH:32]=[CH:31][C:30]([F:38])=[C:29]([Cl:28])[CH:34]=2)=[O:37])[O:12]1. (2) Given the reactants [C:1]([O:5][C:6]([N:8]1[CH2:13][CH:12]=[C:11]([C:14]2[NH:23][C:17]3[N:18]=[CH:19][N:20]=[C:21](Cl)[C:16]=3[CH:15]=2)[CH2:10][CH2:9]1)=[O:7])([CH3:4])([CH3:3])[CH3:2].[C:24]1([C:31]2[CH:36]=[CH:35][CH:34]=[CH:33][CH:32]=2)[CH:29]=[CH:28][CH:27]=[C:26]([NH2:30])[CH:25]=1, predict the reaction product. The product is: [C:1]([O:5][C:6]([N:8]1[CH2:13][CH:12]=[C:11]([C:14]2[NH:23][C:17]3[N:18]=[CH:19][N:20]=[C:21]([NH:30][C:26]4[CH:25]=[C:24]([C:31]5[CH:32]=[CH:33][CH:34]=[CH:35][CH:36]=5)[CH:29]=[CH:28][CH:27]=4)[C:16]=3[CH:15]=2)[CH2:10][CH2:9]1)=[O:7])([CH3:4])([CH3:3])[CH3:2]. (3) Given the reactants C[O:2][C:3](=[O:17])[C:4]1[CH:9]=[C:8]([Br:10])[CH:7]=[C:6]([CH3:11])[C:5]=1[O:12][CH:13]1[CH2:16][CH2:15][CH2:14]1.O1CCOCC1.CO.[Li+].[OH-], predict the reaction product. The product is: [Br:10][C:8]1[CH:7]=[C:6]([CH3:11])[C:5]([O:12][CH:13]2[CH2:14][CH2:15][CH2:16]2)=[C:4]([CH:9]=1)[C:3]([OH:17])=[O:2]. (4) Given the reactants [C:1]12([C:11]3[CH:20]=[CH:19][C:14]([C:15]([O:17][CH3:18])=[O:16])=[CH:13][C:12]=3[OH:21])[CH2:10][CH:5]3[CH2:6][CH:7]([CH2:9][CH:3]([CH2:4]3)[CH2:2]1)[CH2:8]2.[C:22]12(C3C=C(C=CC=3O)C=O)CC3CC(CC(C3)[CH2:23]1)[CH2:29]2, predict the reaction product. The product is: [C:1]12([C:11]3[CH:20]=[CH:19][C:14]([C:15]([O:17][CH3:18])=[O:16])=[CH:13][C:12]=3[O:21][CH:22]([CH3:29])[CH3:23])[CH2:10][CH:5]3[CH2:4][CH:3]([CH2:9][CH:7]([CH2:6]3)[CH2:8]1)[CH2:2]2. (5) Given the reactants [F:1][C:2]1[CH:7]=[CH:6][C:5]([C:8]2[C:16]3[C:11](=[C:12]([C:17]([F:20])([F:19])[F:18])[CH:13]=[CH:14][CH:15]=3)[NH:10][N:9]=2)=[CH:4][CH:3]=1.[Cl:21][C:22]1[CH:29]=[C:28]([F:30])[CH:27]=[CH:26][C:23]=1[CH2:24]Br.C(OCC)(=O)C, predict the reaction product. The product is: [Cl:21][C:22]1[CH:29]=[C:28]([F:30])[CH:27]=[CH:26][C:23]=1[CH2:24][N:9]1[C:8]([C:5]2[CH:6]=[CH:7][C:2]([F:1])=[CH:3][CH:4]=2)=[C:16]2[C:11]([C:12]([C:17]([F:18])([F:20])[F:19])=[CH:13][CH:14]=[CH:15]2)=[N:10]1. (6) Given the reactants C1C=CC(OP([O:13][C:14]2C=CC=CC=2)(N=[N+]=[N-])=O)=CC=1.[S:20]1[C:24](C(O)=O)=[CH:23][CH:22]=[N:21]1.C([N:30](CC)CC)C.[Cl:35][C:36]([Cl:40])([Cl:39])[CH2:37][OH:38], predict the reaction product. The product is: [Cl:35][C:36]([Cl:40])([Cl:39])[CH2:37][O:38][C:14](=[O:13])[NH:30][C:24]1[S:20][N:21]=[CH:22][CH:23]=1. (7) Given the reactants [F:1][C:2]1[CH:18]=[C:17]([O:19][CH2:20][C:21]2[CH:22]=[N:23][C:24]([O:27][CH3:28])=[CH:25][CH:26]=2)[C:16]([O:29][CH3:30])=[CH:15][C:3]=1[CH2:4][N:5]1[C:9]2[CH:10]=[CH:11][C:12](I)=[CH:13][C:8]=2[N:7]=[CH:6]1.[CH3:31][N:32]1[CH2:37][CH2:36][NH:35][CH2:34][CH2:33]1.C(=O)([O-])[O-].[K+].[K+].N1CCC[C@H]1C(O)=O, predict the reaction product. The product is: [F:1][C:2]1[CH:18]=[C:17]([O:19][CH2:20][C:21]2[CH:22]=[N:23][C:24]([O:27][CH3:28])=[CH:25][CH:26]=2)[C:16]([O:29][CH3:30])=[CH:15][C:3]=1[CH2:4][N:5]1[C:9]2[CH:10]=[CH:11][C:12]([N:35]3[CH2:36][CH2:37][N:32]([CH3:31])[CH2:33][CH2:34]3)=[CH:13][C:8]=2[N:7]=[CH:6]1. (8) Given the reactants Br[CH2:2][CH2:3][CH2:4][CH2:5][CH2:6][CH2:7][CH2:8][CH2:9][CH2:10][CH2:11][CH2:12][CH2:13][CH2:14][CH3:15].[CH3:16][C:17]1[CH:22]=[CH:21][C:20]([CH3:23])=[CH:19][C:18]=1[OH:24].C([O-])([O-])=O.[K+].[K+].O, predict the reaction product. The product is: [CH2:2]([O:24][C:18]1[CH:19]=[C:20]([CH3:23])[CH:21]=[CH:22][C:17]=1[CH3:16])[CH2:3][CH2:4][CH2:5][CH2:6][CH2:7][CH2:8][CH2:9][CH2:10][CH2:11][CH2:12][CH2:13][CH2:14][CH3:15].